From a dataset of Forward reaction prediction with 1.9M reactions from USPTO patents (1976-2016). Predict the product of the given reaction. (1) Given the reactants [Br:1][C:2]1[CH:3]=[C:4]2[C:8](=[CH:9][CH:10]=1)[NH:7][CH:6]=[C:5]2[S:11]([C:14]1[CH:19]=[CH:18][C:17]([F:20])=[CH:16][CH:15]=1)(=[O:13])=[O:12].[CH3:21]C(C)([O-])C.[K+].C1COCC1.IC, predict the reaction product. The product is: [Br:1][C:2]1[CH:3]=[C:4]2[C:8](=[CH:9][CH:10]=1)[N:7]([CH3:21])[CH:6]=[C:5]2[S:11]([C:14]1[CH:19]=[CH:18][C:17]([F:20])=[CH:16][CH:15]=1)(=[O:13])=[O:12]. (2) Given the reactants [C:1]([C:3]1[C:4]([N:16]2[CH2:19][CH:18]([C:20]([OH:22])=O)[CH2:17]2)=[N:5][C:6]([CH2:14][F:15])=[C:7]([C:9]([O:11][CH2:12][CH3:13])=[O:10])[CH:8]=1)#[N:2].[Cl:23][C:24]1[CH:29]=[C:28]([F:30])[CH:27]=[CH:26][C:25]=1[CH2:31][S:32]([NH2:35])(=[O:34])=[O:33], predict the reaction product. The product is: [Cl:23][C:24]1[CH:29]=[C:28]([F:30])[CH:27]=[CH:26][C:25]=1[CH2:31][S:32]([NH:35][C:20]([CH:18]1[CH2:17][N:16]([C:4]2[C:3]([C:1]#[N:2])=[CH:8][C:7]([C:9]([O:11][CH2:12][CH3:13])=[O:10])=[C:6]([CH2:14][F:15])[N:5]=2)[CH2:19]1)=[O:22])(=[O:33])=[O:34]. (3) Given the reactants [C:1]1([NH:7][C:8]2[N:13]=[C:12]([NH2:14])[N:11]=[C:10]([C:15]3[N:19]=[C:18](C(Cl)(Cl)Cl)[O:17][N:16]=3)[N:9]=2)[CH:6]=[CH:5][CH:4]=[CH:3][CH:2]=1.CCN(C(C)C)C(C)C.Cl.[F:34][C:35]([F:46])([F:45])[CH2:36][O:37][CH2:38][CH:39]1[CH2:44][CH2:43][NH:42][CH2:41][CH2:40]1, predict the reaction product. The product is: [C:1]1([NH:7][C:8]2[N:13]=[C:12]([NH2:14])[N:11]=[C:10]([C:15]3[N:19]=[C:18]([N:42]4[CH2:41][CH2:40][CH:39]([CH2:38][O:37][CH2:36][C:35]([F:34])([F:45])[F:46])[CH2:44][CH2:43]4)[O:17][N:16]=3)[N:9]=2)[CH:6]=[CH:5][CH:4]=[CH:3][CH:2]=1. (4) Given the reactants [N+:1]([O-:4])(O)=[O:2].[O:5]1[C:13]2[C:8](=[N:9][CH:10]=[CH:11][CH:12]=2)[NH:7][C:6]1=[O:14], predict the reaction product. The product is: [N+:1]([C:11]1[CH:12]=[C:13]2[O:5][C:6](=[O:14])[NH:7][C:8]2=[N:9][CH:10]=1)([O-:4])=[O:2]. (5) Given the reactants [CH3:1][O:2][CH2:3][CH2:4][CH2:5][N:6]1[CH2:11][CH2:10][NH:9][CH2:8][CH2:7]1.Br[CH2:13][C:14]#[N:15], predict the reaction product. The product is: [CH3:1][O:2][CH2:3][CH2:4][CH2:5][N:6]1[CH2:7][CH2:8][N:9]([CH2:13][C:14]#[N:15])[CH2:10][CH2:11]1. (6) Given the reactants [NH2:1][C:2]1[C:7]([C:8]([C:10]2[C:15]([O:16][CH3:17])=[CH:14][CH:13]=[C:12]([F:18])[C:11]=2[F:19])=[O:9])=[CH:6][N:5]=[C:4]([NH:20][C@H:21]2[CH2:26][CH2:25][C@H:24]([NH2:27])[CH2:23][CH2:22]2)[N:3]=1.C(=O)(O)[O-].[Na+].O1[CH2:38][CH2:37]OCC1, predict the reaction product. The product is: [NH2:1][C:2]1[C:7]([C:8]([C:10]2[C:15]([O:16][CH3:17])=[CH:14][CH:13]=[C:12]([F:18])[C:11]=2[F:19])=[O:9])=[CH:6][N:5]=[C:4]([NH:20][C@H:21]2[CH2:26][CH2:25][C@H:24]([N:27]3[CH2:38][CH2:37][N:3]([CH3:4])[CH2:2][CH2:7]3)[CH2:23][CH2:22]2)[N:3]=1.